Dataset: Full USPTO retrosynthesis dataset with 1.9M reactions from patents (1976-2016). Task: Predict the reactants needed to synthesize the given product. (1) Given the product [NH2:41][C:28](=[O:30])[C:27]([CH3:32])([CH3:31])[O:26][C:16]1[CH:17]=[C:18]2[C:13](=[CH:14][CH:15]=1)[C:12](=[O:33])[N:11]([CH2:34][CH:35]([CH3:37])[CH3:36])[C:10]([CH2:9][NH:8][C:6](=[O:7])[O:5][C:1]([CH3:3])([CH3:4])[CH3:2])=[C:19]2[C:20]1[CH:25]=[CH:24][CH:23]=[CH:22][CH:21]=1, predict the reactants needed to synthesize it. The reactants are: [C:1]([O:5][C:6]([NH:8][CH2:9][C:10]1[N:11]([CH2:34][CH:35]([CH3:37])[CH3:36])[C:12](=[O:33])[C:13]2[C:18]([C:19]=1[C:20]1[CH:25]=[CH:24][CH:23]=[CH:22][CH:21]=1)=[CH:17][C:16]([O:26][C:27]([CH3:32])([CH3:31])[C:28]([OH:30])=O)=[CH:15][CH:14]=2)=[O:7])([CH3:4])([CH3:3])[CH3:2].Cl.C([N:41]=C=NCCCN(C)C)C.[NH4+].ON1C2C=CC=CC=2N=N1.O. (2) Given the product [CH3:6][O:7][C:9]1[CH:14]=[CH:13][CH:12]=[C:11]([CH3:10])[N:16]=1, predict the reactants needed to synthesize it. The reactants are: F[B-](F)(F)F.[CH3:6][O+:7]([CH3:9])C.[CH3:10][C:11]1[NH:16]C(=O)[CH:14]=[CH:13][CH:12]=1.[OH-].[Na+].